This data is from Peptide-MHC class I binding affinity with 185,985 pairs from IEDB/IMGT. The task is: Regression. Given a peptide amino acid sequence and an MHC pseudo amino acid sequence, predict their binding affinity value. This is MHC class I binding data. (1) The peptide sequence is WEALDTMYV. The binding affinity (normalized) is 0.696. The MHC is HLA-B40:01 with pseudo-sequence HLA-B40:01. (2) The MHC is HLA-A26:01 with pseudo-sequence HLA-A26:01. The binding affinity (normalized) is 0.661. The peptide sequence is EFFGWAEGY. (3) The binding affinity (normalized) is 0.671. The peptide sequence is NVGRILGYV. The MHC is HLA-A02:03 with pseudo-sequence HLA-A02:03. (4) The peptide sequence is DELWRGLLA. The MHC is HLA-A26:01 with pseudo-sequence HLA-A26:01. The binding affinity (normalized) is 0.0847. (5) The binding affinity (normalized) is 0.0847. The peptide sequence is AHYEEDVNL. The MHC is HLA-A29:02 with pseudo-sequence HLA-A29:02. (6) The peptide sequence is AHGWSTFYL. The MHC is HLA-A11:01 with pseudo-sequence HLA-A11:01. The binding affinity (normalized) is 0.0847. (7) The peptide sequence is GLSSGFYFEI. The MHC is HLA-A02:02 with pseudo-sequence HLA-A02:02. The binding affinity (normalized) is 0.642. (8) The peptide sequence is SYMLQGLRK. The MHC is HLA-A26:01 with pseudo-sequence HLA-A26:01. The binding affinity (normalized) is 0.0847. (9) The peptide sequence is EVHYSGINY. The MHC is HLA-B15:17 with pseudo-sequence HLA-B15:17. The binding affinity (normalized) is 0.0847. (10) The peptide sequence is RVLGRVLPY. The MHC is HLA-A30:01 with pseudo-sequence HLA-A30:01. The binding affinity (normalized) is 0.936.